From a dataset of Reaction yield outcomes from USPTO patents with 853,638 reactions. Predict the reaction yield, written as a fraction of the theoretical maximum amount of product (1.0 means a 100% yield; for example, 0.34 means a 34% yield). (1) The reactants are [N:1]12[CH2:8][CH2:7][CH:4]([CH2:5][CH2:6]1)[C@H:3]([NH:9][CH2:10][CH2:11][N:12]1[C:20]3[C:15](=[CH:16][CH:17]=[CH:18][C:19]=3[C:21]([O:23]C)=[O:22])[CH:14]=[N:13]1)[CH2:2]2.O.[OH-].[Li+:27].O.CO. The catalyst is O1CCCC1. The product is [N:1]12[CH2:8][CH2:7][CH:4]([CH2:5][CH2:6]1)[C@H:3]([NH:9][CH2:10][CH2:11][N:12]1[C:20]3[C:15](=[CH:16][CH:17]=[CH:18][C:19]=3[C:21]([O-:23])=[O:22])[CH:14]=[N:13]1)[CH2:2]2.[Li+:27]. The yield is 1.00. (2) The reactants are [CH2:1]([N:3]([CH2:6][CH3:7])[CH2:4][CH3:5])C.O[N:9]1[C:13]2[CH:14]=CC=[CH:17][C:12]=2N=N1.Cl.C(N=C=NCCCN(C)C)C.[Cl:30][C:31]1[CH:39]=[C:38]2[C:34]([C:35]3([C@@H:44]([C:45]4[CH:50]=[CH:49][CH:48]=[C:47]([Cl:51])[C:46]=4[F:52])[C@H:43]([C:53](O)=[O:54])[NH:42][C:41]43[CH2:60][CH2:59][C:58]([CH3:62])([CH3:61])[CH2:57][CH2:56]4)[C:36](=[O:40])[NH:37]2)=[CH:33][CH:32]=1.C(OCC)(=[O:65])C. The catalyst is CO.CN(C)C=O. The product is [Cl:30][C:31]1[CH:39]=[C:38]2[C:34]([C@@:35]3([C@@H:44]([C:45]4[CH:50]=[CH:49][CH:48]=[C:47]([Cl:51])[C:46]=4[F:52])[C@H:43]([C:53]([NH:9][C@H:13]4[CH2:14][CH2:7][C@H:6]([N:3]5[CH2:1][CH:5]([OH:65])[CH2:4]5)[CH2:17][CH2:12]4)=[O:54])[NH:42][C:41]43[CH2:56][CH2:57][C:58]([CH3:62])([CH3:61])[CH2:59][CH2:60]4)[C:36](=[O:40])[NH:37]2)=[CH:33][CH:32]=1. The yield is 0.470.